Dataset: Reaction yield outcomes from USPTO patents with 853,638 reactions. Task: Predict the reaction yield, written as a fraction of the theoretical maximum amount of product (1.0 means a 100% yield; for example, 0.34 means a 34% yield). (1) The reactants are [O:1]1[C:5]2[CH:6]=[CH:7][CH:8]=[CH:9][C:4]=2[CH:3]=[N:2]1.[S:10]([Cl:14])(=O)(=[O:12])[OH:11]. The catalyst is ClCCl. The product is [O:1]1[C:5]2[CH:6]=[CH:7][C:8]([S:10]([Cl:14])(=[O:12])=[O:11])=[CH:9][C:4]=2[CH:3]=[N:2]1. The yield is 0.480. (2) The product is [CH2:1]([O:8][C:9]([N:11]1[CH2:15][C:14](=[O:16])[N:13]=[C:12]1[NH:17][C:21]([CH:18]1[CH2:20][CH2:19]1)=[O:22])=[O:10])[C:2]1[CH:7]=[CH:6][CH:5]=[CH:4][CH:3]=1. The catalyst is C(#N)C. The reactants are [CH2:1]([O:8][C:9]([N:11]1[CH2:15][C:14](=[O:16])[N:13]=[C:12]1[NH2:17])=[O:10])[C:2]1[CH:7]=[CH:6][CH:5]=[CH:4][CH:3]=1.[CH:18]1([C:21](Cl)=[O:22])[CH2:20][CH2:19]1.CCN(C(C)C)C(C)C. The yield is 0.876. (3) The reactants are [CH3:1][C:2]1[C:7]([O:8][C:9]2[C:10]([NH:22][C:23]3[S:27][N:26]=[C:25]([C@@:28]4([CH3:35])[CH2:32][O:31]C(C)(C)[O:29]4)[N:24]=3)=[N:11][CH:12]=[C:13]([S:15][C:16]3[CH:21]=[CH:20][CH:19]=[CH:18][N:17]=3)[CH:14]=2)=[CH:6][CH:5]=[CH:4][N:3]=1.[ClH:36]. The catalyst is CCO. The product is [ClH:36].[CH3:1][C:2]1[C:7]([O:8][C:9]2[C:10]([NH:22][C:23]3[S:27][N:26]=[C:25]([C@@:28]([OH:29])([CH3:35])[CH2:32][OH:31])[N:24]=3)=[N:11][CH:12]=[C:13]([S:15][C:16]3[CH:21]=[CH:20][CH:19]=[CH:18][N:17]=3)[CH:14]=2)=[CH:6][CH:5]=[CH:4][N:3]=1. The yield is 0.639. (4) The reactants are [C:1]1([CH3:11])[CH:6]=[CH:5][CH:4]=[C:3]([CH2:7][C:8]([OH:10])=O)[CH:2]=1.C(N(CC)C(C)C)(C)C.[CH3:21][C:22]1[C:27]([NH2:28])=[C:26]([CH3:29])[CH:25]=[C:24]([N:30]2[CH2:35][CH2:34][O:33][CH2:32][CH2:31]2)[N:23]=1.C(OCC)(=O)C. The catalyst is CN(C)C=O. The product is [CH3:21][C:22]1[C:27]([NH:28][C:8](=[O:10])[CH2:7][C:3]2[CH:2]=[C:1]([CH3:11])[CH:6]=[CH:5][CH:4]=2)=[C:26]([CH3:29])[CH:25]=[C:24]([N:30]2[CH2:31][CH2:32][O:33][CH2:34][CH2:35]2)[N:23]=1. The yield is 0.140. (5) The reactants are Cl[C:2]1[C:7]2[C:8](=[O:22])[N:9]([CH2:11][C:12]3[CH:17]=[CH:16][C:15]([O:18][CH3:19])=[CH:14][C:13]=3[O:20][CH3:21])[CH2:10][C:6]=2[C:5]([F:23])=[C:4]([NH:24][C@@H:25]2[CH2:30][CH2:29][CH2:28][CH2:27][C@@H:26]2[NH:31][C:32](=[O:38])[O:33][C:34]([CH3:37])([CH3:36])[CH3:35])[N:3]=1.C([Sn](CCCC)(CCCC)[C:44]1[S:48][C:47]([NH:49][C:50](=[O:56])[O:51][C:52]([CH3:55])([CH3:54])[CH3:53])=[N:46][CH:45]=1)CCC. The catalyst is C1(C)C=CC=CC=1.C1C=CC([P]([Pd]([P](C2C=CC=CC=2)(C2C=CC=CC=2)C2C=CC=CC=2)([P](C2C=CC=CC=2)(C2C=CC=CC=2)C2C=CC=CC=2)[P](C2C=CC=CC=2)(C2C=CC=CC=2)C2C=CC=CC=2)(C2C=CC=CC=2)C2C=CC=CC=2)=CC=1. The product is [C:34]([O:33][C:32]([NH:31][C@H:26]1[CH2:27][CH2:28][CH2:29][CH2:30][C@H:25]1[NH:24][C:4]1[N:3]=[C:2]([C:44]2[S:48][C:47]([NH:49][C:50](=[O:56])[O:51][C:52]([CH3:54])([CH3:53])[CH3:55])=[N:46][CH:45]=2)[C:7]2[C:8](=[O:22])[N:9]([CH2:11][C:12]3[CH:17]=[CH:16][C:15]([O:18][CH3:19])=[CH:14][C:13]=3[O:20][CH3:21])[CH2:10][C:6]=2[C:5]=1[F:23])=[O:38])([CH3:35])([CH3:36])[CH3:37]. The yield is 0.640. (6) The reactants are Br[C:2]1[CH:23]=[C:22]([F:24])[CH:21]=[CH:20][C:3]=1[O:4][CH2:5][C:6]([N:8]([CH:17]([CH3:19])[CH3:18])[NH:9][C:10]([C:12]1[CH:16]=[CH:15][S:14][CH:13]=1)=[O:11])=[O:7].C([O-])([O-])=O.[Na+].[Na+].[F:31][C:32]([F:44])([F:43])[O:33][C:34]1[CH:39]=[CH:38][CH:37]=[CH:36][C:35]=1B(O)O. The catalyst is COCCOC. The product is [F:24][C:22]1[CH:21]=[CH:20][C:3]([O:4][CH2:5][C:6]([N:8]([CH:17]([CH3:19])[CH3:18])[NH:9][C:10]([C:12]2[CH:16]=[CH:15][S:14][CH:13]=2)=[O:11])=[O:7])=[C:2]([C:35]2[CH:36]=[CH:37][CH:38]=[CH:39][C:34]=2[O:33][C:32]([F:31])([F:44])[F:43])[CH:23]=1. The yield is 0.630. (7) The reactants are [N-:1]=[N+:2]=[N-:3].[Na+].[Br:5][C:6]1[CH:29]=[N:28][C:9]2=[N:10][C:11]([N:15]3[CH2:18][CH:17]([N:19]([CH3:27])[C:20](=[O:26])[O:21][C:22]([CH3:25])([CH3:24])[CH3:23])[CH2:16]3)=[C:12](Cl)[N:13]=[C:8]2[CH:7]=1. The catalyst is CCO. The product is [Br:5][C:6]1[CH:29]=[N:28][C:9]2[N:10]=[C:11]([N:15]3[CH2:16][CH:17]([N:19]([CH3:27])[C:20](=[O:26])[O:21][C:22]([CH3:25])([CH3:23])[CH3:24])[CH2:18]3)[C:12]3[N:1]([N:2]=[N:3][N:13]=3)[C:8]=2[CH:7]=1. The yield is 0.850.